From a dataset of Retrosynthesis with 50K atom-mapped reactions and 10 reaction types from USPTO. Predict the reactants needed to synthesize the given product. (1) Given the product CN(C)/C=N/c1ncc(C(=O)NC2CC2)s1, predict the reactants needed to synthesize it. The reactants are: CN(C)/C=N/c1ncc(C(=O)O)s1.NC1CC1. (2) Given the product COc1cc(C(F)(F)F)ccc1-c1ncnc2cc(S(=O)(=O)Nc3nccs3)ccc12, predict the reactants needed to synthesize it. The reactants are: COc1cc(C(F)(F)F)ccc1-c1ncnc2cc(S(=O)(=O)Cl)ccc12.Nc1nccs1. (3) Given the product CS(=O)(=O)c1ccc(/C(=C\C2CCCCC2)C(=O)Nc2ccc(Br)cn2)cc1C(F)(F)F, predict the reactants needed to synthesize it. The reactants are: CS(=O)(=O)c1ccc(/C(=C\C2CCCCC2)C(=O)O)cc1C(F)(F)F.Nc1ccc(Br)cn1. (4) Given the product CC(C)(C)NC(=O)c1cc(Cl)ccc1N, predict the reactants needed to synthesize it. The reactants are: CC(C)(C)N.Nc1ccc(Cl)cc1C(=O)O. (5) Given the product O=C1CCCc2cc3c(cnn3-c3ccc(F)cc3)cc2C1Cc1ccccn1, predict the reactants needed to synthesize it. The reactants are: O=C1CCCc2cc3c(cnn3-c3ccc(F)cc3)cc2/C1=C\c1ccccn1. (6) The reactants are: Cc1cc(-c2ccc3c(c2)CC[C@H]3N2CC3(CCN(C(=O)OC(C)(C)C)CC3)C2)ncn1. Given the product Cc1cc(-c2ccc3c(c2)CC[C@H]3N2CC3(CCNCC3)C2)ncn1, predict the reactants needed to synthesize it. (7) Given the product CC(C)(NC(=O)C1=C(O)c2cc(Cl)ccc2C2(CCOCC2)C1=O)C(=O)O, predict the reactants needed to synthesize it. The reactants are: CC(C)(C)OC(=O)C(C)(C)NC(=O)C1=C(O)c2cc(Cl)ccc2C2(CCOCC2)C1=O.